From a dataset of Cav3 T-type calcium channel HTS with 100,875 compounds. Binary Classification. Given a drug SMILES string, predict its activity (active/inactive) in a high-throughput screening assay against a specified biological target. (1) The molecule is Clc1c(S(=O)(=O)N2CCOCC2)cc(cc1)C(=O)NCCCn1ccnc1. The result is 0 (inactive). (2) The drug is S(CC(=O)N1CCCc2c1cccc2)c1c2c([nH]c1C)cccc2. The result is 1 (active). (3) The drug is s1c2c(CCCC2)c2c1N(CC(=O)NCc1occc1)C(=O)CN=C2c1cc(ccc1)C. The result is 1 (active). (4) The molecule is Clc1c(Cn2c3c(n(c2=O)C(OCC)=O)cccc3)cccc1. The result is 0 (inactive).